From a dataset of Experimentally validated miRNA-target interactions with 360,000+ pairs, plus equal number of negative samples. Binary Classification. Given a miRNA mature sequence and a target amino acid sequence, predict their likelihood of interaction. (1) The miRNA is cel-miR-256 with sequence UGGAAUGCAUAGAAGACUGUA. The protein sequence of the target gene is MEAIWLYQFRLIVIGDSTVGKSCLIRRFTEGRFAQVSDPTVGVDFFSRLVEIEPGKRIKLQIWDTAGQERFRSITRAYYRNSVGGLLLFDITNRRSFQNVHEWLEETKVHVQPYQIVFVLVGHKCDLDTQRQVTRHEAEKLAAAYGMKYIETSARDAINVEKAFTDLTRDIYELVKRGEITIQEGWEGVKSGFVPNVVHSSEEVIKSERRCLC. Result: 0 (no interaction). (2) The miRNA is hsa-miR-519e-5p with sequence UUCUCCAAAAGGGAGCACUUUC. The protein sequence of the target gene is MNIDDKLEGLFLKCGGIDEMQSSRTMVVMGGVSGQSTVSGELQDSVLQDRSMPHQEILAADEVLQESEMRQQDMISHDELMVHEETVKNDEEQMETHERLPQGLQYALNVPISVKQEITFTDVSEQLMRDKKQIREPVDLQKKKKRKQRSPAKILTINEDGSLGLKTPKSHVCEHCNAAFRTNYHLQRHVFIHTGEKPFQCSQCDMRFIQKYLLQRHEKIHTGEKPFRCDECGMRFIQKYHMERHKRTHSGEKPYQCEYCLQYFSRTDRVLKHKRMCHENHDKKLNRCAIKGGLLTSEED.... Result: 1 (interaction). (3) The miRNA is hsa-miR-548ah-3p with sequence CAAAAACUGCAGUUACUUUUGC. The protein sequence of the target gene is MTECFLPPSSSPSEHRRAEHGSGLTRTPSSEEISPTKFPGLYRTGEPSPPHDVLHEPPDTVSDDDKDHGKKKGKFKKKEKRTEGYAAFQEDSSGDEAESPSKVKRSKGIHVFKKPSFSKKKEKDFKIKEKPKEEKHKEEKHKEEKHKEKKSKDLTAADVVKQWKEKKKKKKPIQEPEVPQMDAPSVKPIFGVPLVDAVERTMMYDGVRLPAVFRECVDYMEKHGMKCEGVYRVSGIKSKVDELKAAYDREESPNLEEYEPNTVASLLKQYLRDLPENLLTKELMPRFEEACGKTTEMEKV.... Result: 0 (no interaction). (4) The miRNA is hsa-miR-4701-5p with sequence UUGGCCACCACACCUACCCCUU. The protein sequence of the target gene is MPVKRLREVVSQNHGDHLVLLKDELPCVPPALSANKRLPVGTGTSLNGTSRGSSDLTSARNCYQPLLENPMVSESDFSKDVAVQVLPLDKIEENNKQKANDIFISQYTMGQKDALRTVLKQKAQSMPVFKEVKVHLLEDAGIEKDAVTQETRISPSGIDSATTVAAATAAAIATAAPLIKVQSDLEAKVNSVTELLSKLQETDKHLQRVTEQQTSIQRKQEKLHCHDHEKQMNVFMEQHIRHLEKLQQQQIDIQTHFISAALKTSSFQPVSMPSSRAVEKYSVKPEHPNLGSCNPSLYNT.... Result: 1 (interaction).